From a dataset of Catalyst prediction with 721,799 reactions and 888 catalyst types from USPTO. Predict which catalyst facilitates the given reaction. (1) Reactant: O[CH:2]=[C:3]([C:6]1[CH:11]=[CH:10][CH:9]=[CH:8][CH:7]=1)[C:4]#[N:5].CC(O)=O.[NH:16]([C:18]1[CH:23]=[CH:22][CH:21]=[CH:20][N:19]=1)[NH2:17]. Product: [C:6]1([C:3]2[CH:2]=[N:17][N:16]([C:18]3[CH:23]=[CH:22][CH:21]=[CH:20][N:19]=3)[C:4]=2[NH2:5])[CH:11]=[CH:10][CH:9]=[CH:8][CH:7]=1. The catalyst class is: 14. (2) The catalyst class is: 4. Product: [Cl:22][C:16]1[CH:17]=[C:18]([Cl:21])[CH:19]=[CH:20][C:15]=1[N:11]1[CH2:12][CH2:13][CH2:14][NH:8][CH2:9][CH2:10]1. Reactant: C(OC([N:8]1[CH2:14][CH2:13][CH2:12][N:11]([C:15]2[CH:20]=[CH:19][C:18]([Cl:21])=[CH:17][C:16]=2[Cl:22])[CH2:10][CH2:9]1)=O)(C)(C)C.FC(F)(F)C(O)=O. (3) Product: [CH2:1]([O:7][CH:8]([O:21][CH2:22][CH2:23][CH2:24][CH2:25][CH2:26][CH2:27][CH2:28][CH2:29]/[CH:30]=[CH:31]\[CH2:32]/[CH:33]=[CH:34]\[CH2:35][CH2:36][CH2:37][CH2:38][CH3:39])[CH2:9][NH2:10])[CH2:2][CH2:3][CH2:4][CH2:5][CH3:6]. Reactant: [CH2:1]([O:7][CH:8]([O:21][CH2:22][CH2:23][CH2:24][CH2:25][CH2:26][CH2:27][CH2:28][CH2:29]/[CH:30]=[CH:31]\[CH2:32]/[CH:33]=[CH:34]\[CH2:35][CH2:36][CH2:37][CH2:38][CH3:39])[CH2:9][N:10]1C(=O)C2C(=CC=CC=2)C1=O)[CH2:2][CH2:3][CH2:4][CH2:5][CH3:6].CNN. The catalyst class is: 8. (4) Reactant: C(=O)([O-])[O-].[K+].[K+].[Br:7][C:8]1[CH:13]=[CH:12][C:11]([OH:14])=[C:10]([Cl:15])[CH:9]=1.[CH3:16][O:17][C:18]1[CH:25]=[CH:24][C:21]([CH2:22]Br)=[CH:20][CH:19]=1. Product: [Br:7][C:8]1[CH:13]=[CH:12][C:11]([O:14][CH2:22][C:21]2[CH:24]=[CH:25][C:18]([O:17][CH3:16])=[CH:19][CH:20]=2)=[C:10]([Cl:15])[CH:9]=1. The catalyst class is: 21. (5) Reactant: I[C:2]1[C:10]2[C:5](=[N:6][CH:7]=[N:8][C:9]=2[NH2:11])[N:4]([C@H:12]2[CH2:17][CH2:16][C@@H:15]([N:18]3[CH2:23][CH2:22][N:21]([CH3:24])[CH2:20][CH2:19]3)[CH2:14][CH2:13]2)[N:3]=1.[CH2:25]([NH:33][C:34]([C:36]1[CH:41]=[CH:40][C:39](B(O)O)=[CH:38][CH:37]=1)=[O:35])[CH2:26][C:27]1[CH:32]=[CH:31][CH:30]=[CH:29][CH:28]=1.C(=O)([O-])[O-].[Na+].[Na+].COCCOC. Product: [CH2:25]([NH:33][C:34](=[O:35])[C:36]1[CH:41]=[CH:40][C:39]([C:2]2[C:10]3[C:5](=[N:6][CH:7]=[N:8][C:9]=3[NH2:11])[N:4]([C@H:12]3[CH2:17][CH2:16][C@@H:15]([N:18]4[CH2:23][CH2:22][N:21]([CH3:24])[CH2:20][CH2:19]4)[CH2:14][CH2:13]3)[N:3]=2)=[CH:38][CH:37]=1)[CH2:26][C:27]1[CH:32]=[CH:31][CH:30]=[CH:29][CH:28]=1. The catalyst class is: 6. (6) Reactant: C([O:5][C:6](=[O:44])[CH2:7][CH2:8][N:9](C(OC(C)(C)C)=O)[CH2:10][C:11]([N:13]1[C:21]2[C:16](=[CH:17][C:18]([O:22][CH2:23][C:24]3[CH:29]=[CH:28][C:27]([CH:30]4[CH2:32][CH2:31]4)=[C:26]([C:33]([F:36])([F:35])[F:34])[CH:25]=3)=[CH:19][CH:20]=2)[CH2:15][CH2:14]1)=[O:12])(C)(C)C.[C:45]([OH:51])([C:47]([F:50])([F:49])[F:48])=[O:46]. Product: [OH:51][C:45]([C:47]([F:50])([F:49])[F:48])=[O:46].[CH:30]1([C:27]2[CH:28]=[CH:29][C:24]([CH2:23][O:22][C:18]3[CH:17]=[C:16]4[C:21](=[CH:20][CH:19]=3)[N:13]([C:11](=[O:12])[CH2:10][NH:9][CH2:8][CH2:7][C:6]([OH:44])=[O:5])[CH2:14][CH2:15]4)=[CH:25][C:26]=2[C:33]([F:36])([F:34])[F:35])[CH2:31][CH2:32]1. The catalyst class is: 4. (7) Reactant: [CH2:1]([N:8]1[C:20]2[C:11](=[C:12]3[C:17](=[C:18]4[CH:24]=[C:23]([F:25])[CH:22]=[CH:21][C:19]4=2)[C:16](=[O:26])[N:15]([CH2:27][O:28][CH2:29][CH2:30][Si:31]([CH3:34])([CH3:33])[CH3:32])[CH:14]=[CH:13]3)[N:10]=[C:9]1Cl)[C:2]1[CH:7]=[CH:6][CH:5]=[CH:4][CH:3]=1.[N:36]1([CH2:42][CH2:43][CH2:44][NH2:45])[CH2:41][CH2:40][O:39][CH2:38][CH2:37]1.O. Product: [CH2:1]([N:8]1[C:20]2[C:11](=[C:12]3[C:17](=[C:18]4[CH:24]=[C:23]([F:25])[CH:22]=[CH:21][C:19]4=2)[C:16](=[O:26])[N:15]([CH2:27][O:28][CH2:29][CH2:30][Si:31]([CH3:34])([CH3:33])[CH3:32])[CH:14]=[CH:13]3)[N:10]=[C:9]1[NH:45][CH2:44][CH2:43][CH2:42][N:36]1[CH2:41][CH2:40][O:39][CH2:38][CH2:37]1)[C:2]1[CH:7]=[CH:6][CH:5]=[CH:4][CH:3]=1. The catalyst class is: 13.